This data is from Forward reaction prediction with 1.9M reactions from USPTO patents (1976-2016). The task is: Predict the product of the given reaction. (1) The product is: [NH2:1][C:2]1[C:7]2[C:8](=[O:29])[N:9]([C:13]3[CH:18]=[CH:17][C:16]([CH:19]4[CH2:20][CH2:21][CH:22]([CH2:25][C:26]([NH:40]/[C:38](=[N:37]/[OH:36])/[CH3:39])=[O:27])[CH2:23][CH2:24]4)=[CH:15][CH:14]=3)[CH2:10][CH2:11][O:12][C:6]=2[N:5]=[CH:4][N:3]=1. Given the reactants [NH2:1][C:2]1[C:7]2[C:8](=[O:29])[N:9]([C:13]3[CH:18]=[CH:17][C:16]([C@H:19]4[CH2:24][CH2:23][C@H:22]([CH2:25][C:26](O)=[O:27])[CH2:21][CH2:20]4)=[CH:15][CH:14]=3)[CH2:10][CH2:11][O:12][C:6]=2[N:5]=[CH:4][N:3]=1.C(Cl)(=O)C(Cl)=O.[OH:36][NH:37][C:38](=[NH:40])[CH3:39], predict the reaction product. (2) The product is: [Br:22][CH2:14][C:5]1[C:4]([N+:1]([O-:3])=[O:2])=[CH:13][CH:12]=[C:11]2[C:6]=1[CH:7]=[CH:8][CH:9]=[N:10]2. Given the reactants [N+:1]([C:4]1[C:5]([CH2:14]O)=[C:6]2[C:11](=[CH:12][CH:13]=1)[N:10]=[CH:9][CH:8]=[CH:7]2)([O-:3])=[O:2].C([O-])([O-])=O.[K+].[K+].[BrH:22], predict the reaction product. (3) Given the reactants C[O:2][C:3](=[O:26])[C:4]1[CH:9]=[CH:8][CH:7]=[C:6]([O:10][CH2:11][C:12]2[CH:17]=[CH:16][CH:15]=[CH:14][CH:13]=2)[C:5]=1[O:18][CH2:19][C:20]1[CH:25]=[CH:24][CH:23]=[CH:22][CH:21]=1.C(N(CC)CC)C.C(Cl)(=O)CC, predict the reaction product. The product is: [CH2:11]([O:10][C:6]1[C:5]([O:18][CH2:19][C:20]2[CH:25]=[CH:24][CH:23]=[CH:22][CH:21]=2)=[C:4]([CH:9]=[CH:8][CH:7]=1)[C:3]([OH:26])=[O:2])[C:12]1[CH:13]=[CH:14][CH:15]=[CH:16][CH:17]=1. (4) Given the reactants [C:1]([C:5]1[CH:9]=[C:8]([NH:10][C:11]([NH:13][CH:14]2[CH2:19][CH2:18][CH:17]([O:20][C:21]3[CH:22]=[CH:23][C:24]4[N:25]([C:27]([N:30]5[C@H:35]([CH3:36])[CH2:34][CH2:33][CH2:32][C@@H:31]5[CH3:37])=[N:28][N:29]=4)[CH:26]=3)[CH2:16][CH2:15]2)=[O:12])[N:7]([C:38]2[CH:39]=[N:40][N:41]([CH2:43][CH2:44][OH:45])[CH:42]=2)[N:6]=1)([CH3:4])([CH3:3])[CH3:2].[CH3:46][S:47](Cl)(=[O:49])=[O:48].CCN(C(C)C)C(C)C, predict the reaction product. The product is: [C:1]([C:5]1[CH:9]=[C:8]([NH:10][C:11]([NH:13][CH:14]2[CH2:19][CH2:18][CH:17]([O:20][C:21]3[CH:22]=[CH:23][C:24]4[N:25]([C:27]([N:30]5[C@H:31]([CH3:37])[CH2:32][CH2:33][CH2:34][C@@H:35]5[CH3:36])=[N:28][N:29]=4)[CH:26]=3)[CH2:16][CH2:15]2)=[O:12])[N:7]([C:38]2[CH:39]=[N:40][N:41]([CH2:43][CH2:44][O:45][S:47]([CH3:46])(=[O:49])=[O:48])[CH:42]=2)[N:6]=1)([CH3:3])([CH3:4])[CH3:2]. (5) Given the reactants [CH3:1][C@H:2]1[CH2:7][C@@H:6]([CH3:8])[CH2:5][N:4]([C:9]([C@@H:11]2[CH2:19][C:18]3[C:13](=[CH:14][CH:15]=[CH:16][CH:17]=3)[N:12]2[C:20]2[C:25]([N+:26]([O-])=O)=[CH:24][CH:23]=[CH:22][N:21]=2)=[O:10])[CH2:3]1, predict the reaction product. The product is: [NH2:26][C:25]1[C:20]([N:12]2[C:13]3[C:18](=[CH:17][CH:16]=[CH:15][CH:14]=3)[CH2:19][C@H:11]2[C:9]([N:4]2[CH2:5][C@H:6]([CH3:8])[CH2:7][C@H:2]([CH3:1])[CH2:3]2)=[O:10])=[N:21][CH:22]=[CH:23][CH:24]=1. (6) The product is: [Br:1][C:2]1[CH:3]=[C:4]([C:8](=[O:17])[C:9]([C:10]2[CH:15]=[CH:14][N:13]=[CH:12][CH:11]=2)=[O:33])[CH:5]=[CH:6][CH:7]=1. Given the reactants [Br:1][C:2]1[CH:3]=[C:4]([C:8]#[C:9][C:10]2[CH:15]=[CH:14][N:13]=[CH:12][CH:11]=2)[CH:5]=[CH:6][CH:7]=1.C([O-])(O)=[O:17].[Na+].[O-]S([O-])(=O)=O.[Mg+2].[Mn]([O-])(=O)(=O)=O.[K+].[OH2:33], predict the reaction product. (7) Given the reactants [NH2:1][C:2]1[S:3][C:4]([C:19]([CH3:22])([CH3:21])[CH3:20])=[CH:5][C:6]=1[C:7]([N:9]1[CH2:14][CH2:13][NH:12][C:11](=[O:15])[C:10]1([CH2:17][CH3:18])[CH3:16])=[O:8].[Cl:23][C:24]1[CH:29]=[CH:28][CH:27]=[C:26]([N:30]=[C:31]=[O:32])[C:25]=1[Cl:33], predict the reaction product. The product is: [C:19]([C:4]1[S:3][C:2]([NH:1][C:31]([NH:30][C:26]2[CH:27]=[CH:28][CH:29]=[C:24]([Cl:23])[C:25]=2[Cl:33])=[O:32])=[C:6]([C:7]([N:9]2[CH2:14][CH2:13][NH:12][C:11](=[O:15])[C:10]2([CH2:17][CH3:18])[CH3:16])=[O:8])[CH:5]=1)([CH3:21])([CH3:20])[CH3:22].